From a dataset of Forward reaction prediction with 1.9M reactions from USPTO patents (1976-2016). Predict the product of the given reaction. (1) Given the reactants [C:1]([C:5]1[CH:9]=[C:8]([NH:10][C:11](=[O:16])[C:12]([F:15])([F:14])[F:13])[N:7]([CH2:17][CH:18]2[CH2:20][CH2:19]2)[N:6]=1)([CH3:4])([CH3:3])[CH3:2].S(OC)(O[CH3:25])(=O)=O, predict the reaction product. The product is: [C:1]([C:5]1[N:6]([CH3:25])[N:7]([CH2:17][CH:18]2[CH2:19][CH2:20]2)/[C:8](=[N:10]/[C:11](=[O:16])[C:12]([F:15])([F:14])[F:13])/[CH:9]=1)([CH3:4])([CH3:2])[CH3:3]. (2) Given the reactants [Cl:1][C:2]1[C:3]([NH:11][C:12]2[CH:17]=[CH:16][C:15]([Cl:18])=[CH:14][CH:13]=2)=[N:4][CH:5]=[C:6]([CH:10]=1)[C:7]([NH2:9])=[NH:8].Br[CH2:20][C:21](=O)[CH2:22][CH3:23], predict the reaction product. The product is: [Cl:1][C:2]1[C:3]([NH:11][C:12]2[CH:17]=[CH:16][C:15]([Cl:18])=[CH:14][CH:13]=2)=[N:4][CH:5]=[C:6]([C:7]2[NH:9][CH:20]=[C:21]([CH2:22][CH3:23])[N:8]=2)[CH:10]=1. (3) Given the reactants [CH:1]([N-]C(C)C)(C)[CH3:2].[Li+].[C:9]([O:14][CH2:15][CH3:16])(=[O:13])[CH:10]([CH3:12])[CH3:11].C(Br)[C:18]1[CH:23]=[CH:22][CH:21]=[CH:20][CH:19]=1, predict the reaction product. The product is: [CH2:11]([C:10]1([C:9]([O:14][CH2:15][CH3:16])=[O:13])[CH2:2][CH2:1][CH2:12]1)[C:18]1[CH:19]=[CH:20][CH:21]=[CH:22][CH:23]=1. (4) The product is: [C:1]([O:5][C:6]([N:8]1[CH:14]2[CH2:15][O:16][CH2:17][CH:9]1[CH2:10][N:11]([C:19]1[CH:20]=[N:21][C:22]([NH:25][C:35]3[N:36]=[CH:37][C:32]4[CH:31]=[C:30]([C:28](=[O:29])[N:27]([CH3:26])[CH3:45])[N:39]([CH:40]5[CH2:44][CH2:43][CH2:42][CH2:41]5)[C:33]=4[N:34]=3)=[CH:23][CH:24]=1)[C:12](=[O:18])[CH2:13]2)=[O:7])([CH3:4])([CH3:2])[CH3:3]. Given the reactants [C:1]([O:5][C:6]([N:8]1[CH:14]2[CH2:15][O:16][CH2:17][CH:9]1[CH2:10][N:11]([C:19]1[CH:20]=[N:21][C:22]([NH2:25])=[CH:23][CH:24]=1)[C:12](=[O:18])[CH2:13]2)=[O:7])([CH3:4])([CH3:3])[CH3:2].[CH3:26][N:27]([CH3:45])[C:28]([C:30]1[N:39]([CH:40]2[CH2:44][CH2:43][CH2:42][CH2:41]2)[C:33]2[N:34]=[C:35](Cl)[N:36]=[CH:37][C:32]=2[CH:31]=1)=[O:29], predict the reaction product. (5) Given the reactants [NH2:1][CH2:2][C:3]1[CH:12]=[CH:11][C:6]([C:7]([O:9][CH3:10])=[O:8])=[CH:5][CH:4]=1.[C:13](O[C:13]([O:15][C:16]([CH3:19])([CH3:18])[CH3:17])=[O:14])([O:15][C:16]([CH3:19])([CH3:18])[CH3:17])=[O:14].O, predict the reaction product. The product is: [C:16]([O:15][C:13]([NH:1][CH2:2][C:3]1[CH:4]=[CH:5][C:6]([C:7]([O:9][CH3:10])=[O:8])=[CH:11][CH:12]=1)=[O:14])([CH3:19])([CH3:18])[CH3:17]. (6) Given the reactants C[O-].[Na+].[H-].[Al+3].[Li+].[H-].[H-].[H-].[F:10][C:11]([F:23])([F:22])[C:12]1[CH:13]=[C:14]([C:18]#[C:19][CH2:20][OH:21])[CH:15]=[CH:16][CH:17]=1.C(OCC)(=O)C.[I:30][C:31]1[CH:36]=[CH:35][C:34](I)=[CH:33][CH:32]=1.O1C=CC=C1P(C1OC=CC=1)C1OC=CC=1, predict the reaction product. The product is: [I:30][C:31]1[CH:36]=[CH:35][C:34](/[C:18](/[C:14]2[CH:15]=[CH:16][CH:17]=[C:12]([C:11]([F:22])([F:23])[F:10])[CH:13]=2)=[CH:19]\[CH2:20][OH:21])=[CH:33][CH:32]=1. (7) Given the reactants Br[CH2:2][C:3]1[CH:8]=[CH:7][CH:6]=[CH:5][C:4]=1[F:9].[N-:10]=[N+:11]=[N-:12].[Na+], predict the reaction product. The product is: [N:10]([CH2:2][C:3]1[CH:8]=[CH:7][CH:6]=[CH:5][C:4]=1[F:9])=[N+:11]=[N-:12]. (8) Given the reactants [N:1]1[CH:6]=[CH:5][CH:4]=[CH:3][C:2]=1[CH:7]=O.Cl.[NH2:10][OH:11].[OH-].[Na+].Cl, predict the reaction product. The product is: [N:1]1[CH:6]=[CH:5][CH:4]=[CH:3][C:2]=1/[CH:7]=[N:10]\[OH:11]. (9) Given the reactants [Br:1][C:2]1[CH:7]=[CH:6][C:5]([N:8]2[C:12](=[O:13])[NH:11][N:10]=[CH:9]2)=[C:4]([F:14])[CH:3]=1.[H-].[Na+].CS(O[C@H:22]1[CH2:26][CH2:25][O:24][CH2:23]1)(=O)=O, predict the reaction product. The product is: [Br:1][C:2]1[CH:7]=[CH:6][C:5]([N:8]2[C:12](=[O:13])[N:11]([C@@H:22]3[CH2:26][CH2:25][O:24][CH2:23]3)[N:10]=[CH:9]2)=[C:4]([F:14])[CH:3]=1.